From a dataset of Catalyst prediction with 721,799 reactions and 888 catalyst types from USPTO. Predict which catalyst facilitates the given reaction. (1) Reactant: C[O:2][C:3]1[CH:4]=[C:5]([C:18]2[CH:19]=[CH:20][C:21]3[N:22]([C:24]([C:27]4[CH:34]=[CH:33][C:30]([C:31]#[N:32])=[CH:29][CH:28]=4)=[CH:25][N:26]=3)[CH:23]=2)[CH:6]=[CH:7][C:8]=1[C:9]([N:11]1[CH2:16][CH2:15][N:14]([CH3:17])[CH2:13][CH2:12]1)=[O:10].B(Br)(Br)Br. Product: [OH:2][C:3]1[CH:4]=[C:5]([C:18]2[CH:19]=[CH:20][C:21]3[N:22]([C:24]([C:27]4[CH:28]=[CH:29][C:30]([C:31]#[N:32])=[CH:33][CH:34]=4)=[CH:25][N:26]=3)[CH:23]=2)[CH:6]=[CH:7][C:8]=1[C:9]([N:11]1[CH2:12][CH2:13][N:14]([CH3:17])[CH2:15][CH2:16]1)=[O:10]. The catalyst class is: 2. (2) Reactant: Cl.[F:2][C:3]1[CH:8]=[CH:7][C:6]([NH:9]N)=[CH:5][CH:4]=1.CC[O:13][C:14]([CH:16]1[CH2:22][CH2:21][C:19](=O)[CH2:18][CH2:17]1)=[O:15].[OH-].[Na+].[NH4+]. Product: [F:2][C:3]1[CH:8]=[C:7]2[C:6](=[CH:5][CH:4]=1)[NH:9][C:19]1[CH2:21][CH2:22][CH:16]([C:14]([OH:15])=[O:13])[CH2:17][C:18]2=1. The catalyst class is: 8.